Dataset: Full USPTO retrosynthesis dataset with 1.9M reactions from patents (1976-2016). Task: Predict the reactants needed to synthesize the given product. (1) Given the product [CH:1]([O:4][C:5]1[C:14]2[C:9](=[CH:10][C:11]([C:49]([N:30]3[CH2:35][CH2:34][O:33][CH2:32][CH2:31]3)=[O:50])=[CH:12][CH:13]=2)[CH:8]=[C:7]([NH:23][C:24]2[CH:28]=[C:27]([CH3:29])[NH:26][N:25]=2)[N:6]=1)([CH3:3])[CH3:2], predict the reactants needed to synthesize it. The reactants are: [CH:1]([O:4][C:5]1[C:14]2[C:9](=[CH:10][C:11](OS(C(F)(F)F)(=O)=O)=[CH:12][CH:13]=2)[CH:8]=[C:7]([NH:23][C:24]2[CH:28]=[C:27]([CH3:29])[NH:26][N:25]=2)[N:6]=1)([CH3:3])[CH3:2].[NH:30]1[CH2:35][CH2:34][O:33][CH2:32][CH2:31]1.C1CCN2C(=NCCC2)CC1.C1C[O:50][CH2:49]C1. (2) Given the product [CH3:15][C:14]1([CH3:16])[O:8][C:7]2[CH:6]=[CH:5][C:4]([CH2:9][C:10]#[N:11])=[CH:3][C:2]=2[O:1]1, predict the reactants needed to synthesize it. The reactants are: [OH:1][C:2]1[CH:3]=[C:4]([CH2:9][C:10]#[N:11])[CH:5]=[CH:6][C:7]=1[OH:8].CO[C:14](OC)([CH3:16])[CH3:15].CC1C=CC(S(O)(=O)=O)=CC=1.